This data is from Peptide-MHC class II binding affinity with 134,281 pairs from IEDB. The task is: Regression. Given a peptide amino acid sequence and an MHC pseudo amino acid sequence, predict their binding affinity value. This is MHC class II binding data. (1) The peptide sequence is KGIHTVFGSAFQGLF. The MHC is DRB1_0701 with pseudo-sequence DRB1_0701. The binding affinity (normalized) is 0.579. (2) The peptide sequence is ALILLASKYDQMKQK. The MHC is DRB1_0101 with pseudo-sequence DRB1_0101. The binding affinity (normalized) is 0.571.